Dataset: Forward reaction prediction with 1.9M reactions from USPTO patents (1976-2016). Task: Predict the product of the given reaction. (1) Given the reactants [N:1]1[CH:6]=[CH:5][CH:4]=[C:3]([C:7]2[CH2:8][C:9]([C:12]([OH:14])=O)=[N:10][N:11]=2)[CH:2]=1.[NH2:15][CH2:16][CH2:17][N:18]1[CH:22]=[CH:21][C:20]([C:23]2[CH:30]=[CH:29][C:26]([C:27]#[N:28])=[C:25]([CH3:31])[CH:24]=2)=[N:19]1.C1C=CC2N(O)N=NC=2C=1.CCN=C=NCCCN(C)C.CCN(C(C)C)C(C)C, predict the reaction product. The product is: [C:27]([C:26]1[CH:29]=[CH:30][C:23]([C:20]2[CH:21]=[CH:22][N:18]([CH2:17][CH2:16][NH:15][C:12]([C:9]3[NH:10][N:11]=[C:7]([C:3]4[CH:2]=[N:1][CH:6]=[CH:5][CH:4]=4)[CH:8]=3)=[O:14])[N:19]=2)=[CH:24][C:25]=1[CH3:31])#[N:28]. (2) Given the reactants C([O:3][C:4]([C:6]1[CH:7]=[N:8][N:9]([C:11]2[NH:15][C:14]3[CH:16]=[C:17]([S:21]([CH:24]([CH3:26])[CH3:25])(=[O:23])=[O:22])[C:18]([Cl:20])=[CH:19][C:13]=3[N:12]=2)[CH:10]=1)=[O:5])C.C1COCC1.O[Li].O, predict the reaction product. The product is: [Cl:20][C:18]1[C:17]([S:21]([CH:24]([CH3:26])[CH3:25])(=[O:23])=[O:22])=[CH:16][C:14]2[NH:15][C:11]([N:9]3[CH:10]=[C:6]([C:4]([OH:5])=[O:3])[CH:7]=[N:8]3)=[N:12][C:13]=2[CH:19]=1. (3) The product is: [CH:51]([C@H:54]1[CH2:58][CH2:57][C:56](=[O:59])[CH2:55]1)([CH3:53])[CH3:52]. Given the reactants CC1C=CC(P(C2C=CC3C(=CC=CC=3)C=2C2C3C(=CC=CC=3)C=CC=2P(C2C=CC(C)=CC=2)C2C=CC(C)=CC=2)C2C=CC(C)=CC=2)=CC=1.[CH:51]([C:54]1[CH2:58][CH2:57][C:56](=[O:59])[CH:55]=1)([CH3:53])[CH3:52], predict the reaction product. (4) Given the reactants [C:1]([OH:6])(=O)[CH:2]([CH3:4])[CH3:3].[NH:7]1[CH2:12][CH2:11][CH:10]([CH2:13]O)[CH2:9][CH2:8]1.[NH2:15][C:16]1[C:32]([Cl:33])=[CH:31][C:19]([C:20]([NH:22][C@H:23]2[CH2:28][CH2:27][NH:26][CH2:25][C@H:24]2[O:29][CH3:30])=[O:21])=[C:18]([O:34][CH3:35])[CH:17]=1, predict the reaction product. The product is: [NH2:15][C:16]1[C:32]([Cl:33])=[CH:31][C:19]([C:20]([NH:22][C@H:23]2[CH2:28][CH2:27][N:26]([CH2:13][CH:10]3[CH2:9][CH2:8][N:7]([C:1](=[O:6])[CH:2]([CH3:4])[CH3:3])[CH2:12][CH2:11]3)[CH2:25][C@H:24]2[O:29][CH3:30])=[O:21])=[C:18]([O:34][CH3:35])[CH:17]=1. (5) Given the reactants S(=O)(=O)(O)O.[NH2:6][C:7]1[CH:11]=[N:10][N:9]2[CH2:12][CH2:13][NH:14][C:8]=12.C(N(C(C)C)C(C)C)C.[C:24]([O:28][C:29]([NH:31][CH2:32][C:33](ON1C(=O)CCC1=O)=[O:34])=[O:30])([CH3:27])([CH3:26])[CH3:25], predict the reaction product. The product is: [C:24]([O:28][C:29]([NH:31][CH2:32][C:33]([NH:6][C:7]1[CH:11]=[N:10][N:9]2[CH2:12][CH2:13][NH:14][C:8]=12)=[O:34])=[O:30])([CH3:27])([CH3:26])[CH3:25]. (6) Given the reactants [N:1]1[N:5]2[C:6]3[C:11]([C:12]([OH:14])=[CH:13][C:4]2=[N:3][N:2]=1)=[CH:10][CH:9]=[CH:8][CH:7]=3.[N+:15]([O-])([OH:17])=[O:16], predict the reaction product. The product is: [N+:15]([C:13]1[C:4]2[N:5]([N:1]=[N:2][N:3]=2)[C:6]2[C:11]([C:12]=1[OH:14])=[CH:10][CH:9]=[CH:8][CH:7]=2)([O-:17])=[O:16].